Regression/Classification. Given a drug SMILES string, predict its absorption, distribution, metabolism, or excretion properties. Task type varies by dataset: regression for continuous measurements (e.g., permeability, clearance, half-life) or binary classification for categorical outcomes (e.g., BBB penetration, CYP inhibition). Dataset: cyp2d6_veith. From a dataset of CYP2D6 inhibition data for predicting drug metabolism from PubChem BioAssay. The compound is COc1ccc(-n2nc(C(F)(F)F)cc2-c2ccc(Cl)cc2)cc1. The result is 0 (non-inhibitor).